From a dataset of Forward reaction prediction with 1.9M reactions from USPTO patents (1976-2016). Predict the product of the given reaction. Given the reactants [C:1]([O:5][C:6]([N:8]1[CH2:12][CH2:11][CH2:10][C@H:9]1[C:13]([OH:15])=[O:14])=[O:7])([CH3:4])([CH3:3])[CH3:2].CCN(C(C)C)C(C)C.Br[CH2:26][C:27]([C:29]1[CH:30]=[N:31][CH:32]=[CH:33][CH:34]=1)=[O:28], predict the reaction product. The product is: [N:8]1([C:6]([O:5][C:1]([CH3:4])([CH3:2])[CH3:3])=[O:7])[CH2:12][CH2:11][CH2:10][C@H:9]1[C:13]([O:15][CH2:26][C:27](=[O:28])[C:29]1[CH:30]=[N:31][CH:32]=[CH:33][CH:34]=1)=[O:14].